From a dataset of Forward reaction prediction with 1.9M reactions from USPTO patents (1976-2016). Predict the product of the given reaction. (1) Given the reactants O(C(C)(C)C)[K].C([NH:10]O)(=O)C.FC1[N:20]=[CH:19][CH:18]=[CH:17][C:14]=1C#N.CCCCCC.CC(=O)OCC.[CH3:33][N:34]([CH:36]=[O:37])C, predict the reaction product. The product is: [O:37]1[C:36]2=[N:34][CH:33]=[CH:14][CH:17]=[C:18]2[C:19]([NH2:20])=[N:10]1. (2) Given the reactants C([Si]([O:8][C:9]1[CH:14]=[CH:13][C:12]([F:15])=[CH:11][C:10]=1[F:16])(C)C)(C)(C)C.C([Li])CCC.CCCCCC.CN(C)[CH:30]=[O:31].[BH4-].[Na+], predict the reaction product. The product is: [F:16][C:10]1[C:11]([CH2:30][OH:31])=[C:12]([F:15])[CH:13]=[CH:14][C:9]=1[OH:8].